From a dataset of Experimentally validated miRNA-target interactions with 360,000+ pairs, plus equal number of negative samples. Binary Classification. Given a miRNA mature sequence and a target amino acid sequence, predict their likelihood of interaction. The miRNA is hsa-miR-3646 with sequence AAAAUGAAAUGAGCCCAGCCCA. The protein sequence of the target gene is MPPLKSPAAFHEQRRSLERARTEDYLKRKIRSRPERSELVRMHILEETSAEPSLQAKQLKLKRARLADDLNEKIAQRPGPMELVEKNILPVESSLKEAIIVGQVNYPKVADSSSFDEDSSDALSPEQPASHESQGSVPSPLEARVSEPLLSATSASPTQVVSQLPMGRDSREMLFLAEQPPLPPPPLLPPSLTNGTTIPTAKSTPTLIKQSQPKSASEKSQRSKKAKELKPKVKKLKYHQYIPPDQKQDRGAPPMDSSYAKILQQQQLFLQLQILNQQQQQHHNYQAILPAPPKSAGEAL.... Result: 0 (no interaction).